Task: Predict the product of the given reaction.. Dataset: Forward reaction prediction with 1.9M reactions from USPTO patents (1976-2016) (1) Given the reactants Br[C:2]1[CH:11]=[CH:10][C:9]2[N:8]=[CH:7][C:6]3[N:12]([CH3:25])[C:13](=[O:24])[N:14]([C:15]4[C:16]([CH3:23])=[N:17][N:18]([CH:20](C)C)[CH:19]=4)[C:5]=3[C:4]=2[CH:3]=1.[F:26][C:27]1[C:32]([N:33]([CH3:35])[CH3:34])=[CH:31][C:30](B2OC(C)(C)C(C)(C)O2)=[CH:29][N:28]=1, predict the reaction product. The product is: [CH3:35][N:33]([CH3:34])[C:32]1[CH:31]=[C:30]([C:2]2[CH:11]=[CH:10][C:9]3[N:8]=[CH:7][C:6]4[N:12]([CH3:25])[C:13](=[O:24])[N:14]([C:15]5[C:16]([CH3:23])=[N:17][N:18]([CH3:20])[CH:19]=5)[C:5]=4[C:4]=3[CH:3]=2)[CH:29]=[N:28][C:27]=1[F:26]. (2) Given the reactants C(O)(C(F)(F)F)=O.[C:8]1([C:23]([O:25]C(C)(C)C)=[O:24])([C:16]([O:18]C(C)(C)C)=[O:17])[CH2:10][CH:9]1[C:11]([O:13][CH2:14][CH3:15])=[O:12], predict the reaction product. The product is: [CH2:14]([O:13][C:11]([CH:9]1[CH2:10][C:8]1([C:23]([OH:25])=[O:24])[C:16]([OH:18])=[O:17])=[O:12])[CH3:15]. (3) Given the reactants [CH2:1]=[C:2]1[C:6](=[CH2:7])[S:5][C:4]([NH2:8])=[N:3]1.[C:9]([O:13][C:14](=[O:17])[CH2:15][Br:16])([CH3:12])([CH3:11])[CH3:10], predict the reaction product. The product is: [BrH:16].[C:9]([O:13][C:14](=[O:17])[CH2:15][N:3]1[C:2]([CH3:1])=[C:6]([CH3:7])[S:5][C:4]1=[NH:8])([CH3:12])([CH3:11])[CH3:10]. (4) Given the reactants [N:1]1([C:5]([C:7]2[CH:40]=[CH:39][C:10]([O:11][C:12]3[CH:13]=[C:14]([C:24]4[NH:28][C:27]([C:29]([O:31]CC5C=CC=CC=5)=[O:30])=[CH:26][CH:25]=4)[CH:15]=[C:16]([O:18][C@@H:19]([CH3:23])[CH2:20][O:21][CH3:22])[CH:17]=3)=[C:9]([F:41])[CH:8]=2)=[O:6])[CH2:4][CH2:3][CH2:2]1, predict the reaction product. The product is: [N:1]1([C:5]([C:7]2[CH:40]=[CH:39][C:10]([O:11][C:12]3[CH:13]=[C:14]([C:24]4[NH:28][C:27]([C:29]([OH:31])=[O:30])=[CH:26][CH:25]=4)[CH:15]=[C:16]([O:18][C@@H:19]([CH3:23])[CH2:20][O:21][CH3:22])[CH:17]=3)=[C:9]([F:41])[CH:8]=2)=[O:6])[CH2:4][CH2:3][CH2:2]1. (5) Given the reactants [CH2:1]([O:9][C:10]1[CH:18]=[CH:17][C:13]([C:14](O)=[O:15])=[CH:12][C:11]=1[C:19]([F:22])([F:21])[F:20])[CH2:2][CH2:3][CH2:4][CH2:5][CH2:6][CH2:7][CH3:8].CN(C(O[N:31]1[N:39]=NC2C=CC=NC1=2)=[N+](C)C)C.F[P-](F)(F)(F)(F)F.CCN(C(C)C)C(C)C.NN, predict the reaction product. The product is: [CH2:1]([O:9][C:10]1[CH:18]=[CH:17][C:13]([C:14]([NH:31][NH2:39])=[O:15])=[CH:12][C:11]=1[C:19]([F:22])([F:21])[F:20])[CH2:2][CH2:3][CH2:4][CH2:5][CH2:6][CH2:7][CH3:8]. (6) Given the reactants Br[C:2]1[CH:7]=[CH:6][C:5]([N:8]2[C:12]([C:13]([O:15][CH2:16][CH3:17])=[O:14])=[CH:11][C:10]([C:18]([CH3:21])([CH3:20])[CH3:19])=[N:9]2)=[CH:4][CH:3]=1.CC1(C)C2C(=C(P(C3C=CC=CC=3)C3C=CC=CC=3)C=CC=2)OC2C(P(C3C=CC=CC=3)C3C=CC=CC=3)=CC=CC1=2.[O-]P([O-])([O-])=O.[K+].[K+].[K+].O.[CH2:73]([PH:75](=[O:78])[CH2:76][CH3:77])[CH3:74], predict the reaction product. The product is: [C:18]([C:10]1[CH:11]=[C:12]([C:13]([O:15][CH2:16][CH3:17])=[O:14])[N:8]([C:5]2[CH:6]=[CH:7][C:2]([P:75]([CH2:76][CH3:77])([CH2:73][CH3:74])=[O:78])=[CH:3][CH:4]=2)[N:9]=1)([CH3:21])([CH3:20])[CH3:19]. (7) The product is: [Br:19][CH:18]([Br:20])[C:11]1[C:12]([N+:15]([O-:17])=[O:16])=[CH:13][CH:14]=[C:9]([O:8][CH3:7])[N:10]=1. Given the reactants CC(C)([O-])C.[K+].[CH3:7][O:8][C:9]1[CH:14]=[CH:13][C:12]([N+:15]([O-:17])=[O:16])=[CH:11][N:10]=1.[CH:18](Br)([Br:20])[Br:19].C(O)(=O)C, predict the reaction product. (8) Given the reactants [C:1]([C:5]1[CH:10]=[CH:9][C:8]([C:11]2[C:16]([CH3:17])=[CH:15][C:14]([N+:18]([O-])=O)=[CH:13][N:12]=2)=[CH:7][CH:6]=1)([CH3:4])([CH3:3])[CH3:2], predict the reaction product. The product is: [NH2:18][C:14]1[CH:13]=[N:12][C:11]([C:8]2[CH:9]=[CH:10][C:5]([C:1]([CH3:4])([CH3:3])[CH3:2])=[CH:6][CH:7]=2)=[C:16]([CH3:17])[CH:15]=1. (9) Given the reactants Cl.[CH3:2][O:3][C:4](=[O:18])[C@@H:5]([NH2:17])[CH2:6][C:7]([F:16])([F:15])[CH2:8][C:9]1[CH:14]=[CH:13][CH:12]=[CH:11][CH:10]=1.C(NC(C)C)(C)C.[N:26]1([C:32](Cl)=[O:33])[CH2:31][CH2:30][O:29][CH2:28][CH2:27]1, predict the reaction product. The product is: [CH3:2][O:3][C:4](=[O:18])[C@@H:5]([NH:17][C:32]([N:26]1[CH2:31][CH2:30][O:29][CH2:28][CH2:27]1)=[O:33])[CH2:6][C:7]([F:16])([F:15])[CH2:8][C:9]1[CH:14]=[CH:13][CH:12]=[CH:11][CH:10]=1.